From a dataset of Full USPTO retrosynthesis dataset with 1.9M reactions from patents (1976-2016). Predict the reactants needed to synthesize the given product. Given the product [CH2:15]([S:17][C:2]1[N:7]=[CH:6][C:5]([O:8][C@@H:9]2[CH2:13][CH2:12][NH:11][C:10]2=[O:14])=[CH:4][CH:3]=1)[CH3:16], predict the reactants needed to synthesize it. The reactants are: Br[C:2]1[N:7]=[CH:6][C:5]([O:8][C@@H:9]2[CH2:13][CH2:12][NH:11][C:10]2=[O:14])=[CH:4][CH:3]=1.[CH2:15]([S-:17])[CH3:16].[Li+].